From a dataset of B-cell epitopes from IEDB database with 3,159 antigens for binding position prediction. Token-level Classification. Given an antigen amino acid sequence, predict which amino acid positions are active epitope sites capable of antibody binding. Output is a list of indices for active positions. (1) Given the antigen sequence: MNTLLLTLVVVTIVCLDFGYTTKCLTKFSPGLQTSQTCPAGQKICFKKWKKGEKVSRGCAVTCPKPKKDETIQCCTKNNCNR, which amino acid positions are active epitope sites? The epitope positions are: [27, 28, 29, 30, 31, 32, 33, 34, 35, 36, 37, 38, 39, 40, 41]. The amino acids at these positions are: FSPGLQTSQTCPAGQ. (2) Given the antigen sequence: MPREDRATWKSNYFLKIIQLLDDYPKCFIVGADNVGSKQMQQIRMSLRGKAVVLMGKNTMMRKAIRGHLENNPALEKLLPHIRGNVGFVFTKEDLTEIRDMLLANKVPAAARAGAIAPCEVTVPAQNTGLGPEKTSFFQALGITTKISRGTIEILSDVQLIKTGDKVGASEATLLNMLNISPFSFGLVIQQVFDNGSIYNPEVLDITEETLHSRFLEGVRNVASVCLQIGYPTVASVPHSIINGYKRVLALSVETDYTFPLAEKVKAFLADPSAFVAAAPVAAATTAAPAAAAAPAKVEAKEESEESDEDMGFGLFD, which amino acid positions are active epitope sites? The epitope positions are: [295, 296, 297, 298, 299, 300, 301, 302, 303, 304, 305, 306, 307, 308, 309, 310, 311, 312, 313, 314... (22 total positions)]. The amino acids at these positions are: AKVEAKEESEESDEDMGFGLFD.